Predict which catalyst facilitates the given reaction. From a dataset of Catalyst prediction with 721,799 reactions and 888 catalyst types from USPTO. (1) Reactant: [NH2:1][C:2]1[CH:3]=[C:4]([C:9]([F:12])([F:11])[F:10])[CH:5]=[C:6](Br)[CH:7]=1.[CH3:13][O:14][C:15]1[CH:20]=[CH:19][C:18](B(O)O)=[CH:17][CH:16]=1. Product: [CH3:13][O:14][C:15]1[CH:20]=[CH:19][C:18]([C:6]2[CH:5]=[C:4]([C:9]([F:12])([F:11])[F:10])[CH:3]=[C:2]([NH2:1])[CH:7]=2)=[CH:17][CH:16]=1. The catalyst class is: 828. (2) Reactant: [CH3:1][O:2][C:3]1[CH:12]=[C:11]2[C:6]([C:7]([NH:29][C:30]3[CH:31]=[C:32]4[C:36](=[CH:37][CH:38]=3)[N:35](C(OC(C)(C)C)=O)[N:34]=[CH:33]4)=[N:8][C:9]([C:13]3[CH:18]=[CH:17][CH:16]=[C:15]([NH:19][C:20](=[O:28])[CH2:21][N:22]4[CH2:27][CH2:26][O:25][CH2:24][CH2:23]4)[CH:14]=3)=[N:10]2)=[CH:5][C:4]=1[O:46][CH2:47][CH2:48][N:49]1[CH2:53][CH2:52][CH2:51][CH2:50]1.C(O)(C(F)(F)F)=O. Product: [NH:35]1[C:36]2[C:32](=[CH:31][C:30]([NH:29][C:7]3[C:6]4[C:11](=[CH:12][C:3]([O:2][CH3:1])=[C:4]([O:46][CH2:47][CH2:48][N:49]5[CH2:53][CH2:52][CH2:51][CH2:50]5)[CH:5]=4)[N:10]=[C:9]([C:13]4[CH:14]=[C:15]([NH:19][C:20](=[O:28])[CH2:21][N:22]5[CH2:23][CH2:24][O:25][CH2:26][CH2:27]5)[CH:16]=[CH:17][CH:18]=4)[N:8]=3)=[CH:38][CH:37]=2)[CH:33]=[N:34]1. The catalyst class is: 2. (3) Product: [CH:29]1([CH2:28][N:14]([CH:15]([C:17]2[CH:22]=[CH:21][C:20]([F:23])=[CH:19][C:18]=2[C:24]([F:27])([F:26])[F:25])[CH3:16])[CH:11]2[CH2:12][CH2:13][NH:8][CH2:9][CH2:10]2)[CH2:31][CH2:30]1. The catalyst class is: 4. Reactant: C(OC([N:8]1[CH2:13][CH2:12][CH:11]([N:14]([CH2:28][CH:29]2[CH2:31][CH2:30]2)[CH:15]([C:17]2[CH:22]=[CH:21][C:20]([F:23])=[CH:19][C:18]=2[C:24]([F:27])([F:26])[F:25])[CH3:16])[CH2:10][CH2:9]1)=O)(C)(C)C.C1(OC)C=CC=CC=1.FC(F)(F)C(O)=O. (4) Reactant: C[O:2][C:3](=[O:41])[CH2:4][C@H:5]1[C:9]2[CH:10]=[CH:11][C:12]([O:14][C@H:15]3[C:23]4[C:18](=[C:19]([O:25][C:26]5[CH:31]=[CH:30][C:29]([CH2:32][N:33]6[CH2:38][CH2:37][CH2:36][CH2:35][CH2:34]6)=[CH:28][C:27]=5[C:39]#[N:40])[CH:20]=[CH:21][C:22]=4[F:24])[CH2:17][CH2:16]3)=[CH:13][C:8]=2[O:7][CH2:6]1.[OH-].[K+]. Product: [C:39]([C:27]1[CH:28]=[C:29]([CH2:32][N:33]2[CH2:38][CH2:37][CH2:36][CH2:35][CH2:34]2)[CH:30]=[CH:31][C:26]=1[O:25][C:19]1[CH:20]=[CH:21][C:22]([F:24])=[C:23]2[C:18]=1[CH2:17][CH2:16][C@H:15]2[O:14][C:12]1[CH:11]=[CH:10][C:9]2[C@H:5]([CH2:4][C:3]([OH:41])=[O:2])[CH2:6][O:7][C:8]=2[CH:13]=1)#[N:40]. The catalyst class is: 8. (5) Reactant: [NH:1]1[C:6]2[CH:7]=[CH:8][CH:9]=[CH:10][C:5]=2[CH:4]=[CH:3][S:2]1(=[O:12])=[O:11]. Product: [NH:1]1[C:6]2[CH:7]=[CH:8][CH:9]=[CH:10][C:5]=2[CH2:4][CH2:3][S:2]1(=[O:11])=[O:12]. The catalyst class is: 43. (6) Reactant: [N:1]([CH:4]1[C:13]2[C:8](=[N:9][CH:10]=[CH:11][CH:12]=2)[O:7][CH2:6][CH2:5]1)=[N+]=[N-]. Product: [O:7]1[C:8]2=[N:9][CH:10]=[CH:11][CH:12]=[C:13]2[CH:4]([NH2:1])[CH2:5][CH2:6]1. The catalyst class is: 50. (7) Reactant: [C:1]12([CH2:11][CH2:12][O:13][C:14]3[CH:19]=[CH:18][C:17]([CH2:20][CH2:21][NH2:22])=[CH:16][CH:15]=3)[CH2:10][CH:5]3[CH2:6][CH:7]([CH2:9][CH:3]([CH2:4]3)[CH2:2]1)[CH2:8]2.[CH2:23]([O:30][C:31]1[CH:36]=[CH:35][C:34]([C@@H:37]([O:40][Si:41]([C:44]([CH3:47])([CH3:46])[CH3:45])([CH3:43])[CH3:42])[CH2:38]Br)=[CH:33][C:32]=1[NH:48][CH:49]=[O:50])[C:24]1[CH:29]=[CH:28][CH:27]=[CH:26][CH:25]=1.[I-].[Na+].C(=O)([O-])O.[Na+]. Product: [C:1]12([CH2:11][CH2:12][O:13][C:14]3[CH:19]=[CH:18][C:17]([CH2:20][CH2:21][NH:22][CH2:38][C@@H:37]([C:34]4[CH:35]=[CH:36][C:31]([O:30][CH2:23][C:24]5[CH:29]=[CH:28][CH:27]=[CH:26][CH:25]=5)=[C:32]([NH:48][CH:49]=[O:50])[CH:33]=4)[O:40][Si:41]([C:44]([CH3:47])([CH3:46])[CH3:45])([CH3:42])[CH3:43])=[CH:16][CH:15]=3)[CH2:10][CH:5]3[CH2:6][CH:7]([CH2:9][CH:3]([CH2:4]3)[CH2:2]1)[CH2:8]2. The catalyst class is: 58.